Dataset: Reaction yield outcomes from USPTO patents with 853,638 reactions. Task: Predict the reaction yield, written as a fraction of the theoretical maximum amount of product (1.0 means a 100% yield; for example, 0.34 means a 34% yield). (1) The reactants are [Cl:1][C:2]1[CH:3]=[C:4]2[C:10]([C:11]3[N:16]=[C:15]([NH:17][C@H:18]4[CH2:22][CH2:21][N:20](S(C)(=O)=O)[CH2:19]4)[C:14]([F:27])=[CH:13][N:12]=3)=[CH:9][NH:8][C:5]2=[N:6][CH:7]=1.[CH3:28][C:29]1([C:33](O)=[O:34])[CH2:32][O:31][CH2:30]1. No catalyst specified. The product is [Cl:1][C:2]1[CH:3]=[C:4]2[C:10]([C:11]3[N:16]=[C:15]([NH:17][C@H:18]4[CH2:22][CH2:21][N:20]([C:33]([C:29]5([CH3:28])[CH2:32][O:31][CH2:30]5)=[O:34])[CH2:19]4)[C:14]([F:27])=[CH:13][N:12]=3)=[CH:9][NH:8][C:5]2=[N:6][CH:7]=1. The yield is 0.420. (2) The reactants are Cl[C:2]1[CH:11]=[CH:10][N:9]=[C:8]2[C:3]=1[CH:4]=[CH:5][C:6]([CH2:12][CH3:13])=[N:7]2.[CH3:14][O:15][C:16]1[CH:21]=[CH:20][C:19]([S:22][C:23]2[CH:28]=[CH:27][C:26]([CH3:29])=[CH:25][C:24]=2[NH2:30])=[CH:18][CH:17]=1. No catalyst specified. The product is [CH2:12]([C:6]1[N:7]=[C:8]2[C:3]([C:2]([NH:30][C:24]3[CH:25]=[C:26]([CH3:29])[CH:27]=[CH:28][C:23]=3[S:22][C:19]3[CH:20]=[CH:21][C:16]([O:15][CH3:14])=[CH:17][CH:18]=3)=[CH:11][CH:10]=[N:9]2)=[CH:4][CH:5]=1)[CH3:13]. The yield is 0.900. (3) The reactants are Br[C:2]1[CH:24]=[CH:23][C:5]([CH2:6][N:7]2[N:16]=[CH:15][C:14]3[C:9](=[C:10]([F:21])[CH:11]=[C:12]([C:17]([CH3:20])([CH3:19])[CH3:18])[CH:13]=3)[C:8]2=[O:22])=[C:4]([F:25])[CH:3]=1.CC1(C)C(C)(C)OB(B2OC(C)(C)C(C)(C)O2)O1.CC([O-])=O.[K+].CC(C1C=C(C(C)C)C(C2C=CC=CC=2P(C2CCCCC2)C2CCCCC2)=C(C(C)C)C=1)C.[Cl:83][C:84]1[CH:89]=[C:88](I)[CH:87]=[C:86]([Cl:91])[N:85]=1.C([O-])([O-])=O.[K+].[K+].C1(P(C2CCCCC2)C2CCCCC2)CCCCC1. The catalyst is O1CCOCC1.CC([O-])=O.CC([O-])=O.[Pd+2].C1C=CC(/C=C/C(/C=C/C2C=CC=CC=2)=O)=CC=1.C1C=CC(/C=C/C(/C=C/C2C=CC=CC=2)=O)=CC=1.C1C=CC(/C=C/C(/C=C/C2C=CC=CC=2)=O)=CC=1.[Pd].[Pd]. The product is [C:17]([C:12]1[CH:13]=[C:14]2[C:9](=[C:10]([F:21])[CH:11]=1)[C:8](=[O:22])[N:7]([CH2:6][C:5]1[CH:23]=[CH:24][C:2]([C:88]3[CH:87]=[C:86]([Cl:91])[N:85]=[C:84]([Cl:83])[CH:89]=3)=[CH:3][C:4]=1[F:25])[N:16]=[CH:15]2)([CH3:18])([CH3:20])[CH3:19]. The yield is 0.440.